Predict the product of the given reaction. From a dataset of Forward reaction prediction with 1.9M reactions from USPTO patents (1976-2016). (1) Given the reactants [CH2:1]([C:8]1[CH:9]=[N:10][C:11]2[C:16]([C:17]=1[C:18]1[CH:19]=[C:20]([NH2:24])[CH:21]=[CH:22][CH:23]=1)=[CH:15][CH:14]=[CH:13][C:12]=2[C:25]([F:28])([F:27])[F:26])[C:2]1[CH:7]=[CH:6][CH:5]=[CH:4][CH:3]=1.[CH2:29]([O:36][C:37]1[CH:44]=[CH:43][C:40]([CH:41]=O)=[CH:39][C:38]=1[O:45][CH3:46])[C:30]1[CH:35]=[CH:34][CH:33]=[CH:32][CH:31]=1, predict the reaction product. The product is: [CH2:29]([O:36][C:37]1[CH:44]=[CH:43][C:40]([CH2:41][NH:24][C:20]2[CH:21]=[CH:22][CH:23]=[C:18]([C:17]3[C:16]4[C:11](=[C:12]([C:25]([F:28])([F:26])[F:27])[CH:13]=[CH:14][CH:15]=4)[N:10]=[CH:9][C:8]=3[CH2:1][C:2]3[CH:3]=[CH:4][CH:5]=[CH:6][CH:7]=3)[CH:19]=2)=[CH:39][C:38]=1[O:45][CH3:46])[C:30]1[CH:31]=[CH:32][CH:33]=[CH:34][CH:35]=1. (2) Given the reactants [Mg].BrCCBr.[C:6]([C:10]1[CH:11]=[C:12]2[C:16](=[C:17](Br)[CH:18]=1)[CH2:15][C:14]([CH3:20])=[CH:13]2)([CH3:9])([CH3:8])[CH3:7].[Cl:21][Si:22](Cl)([CH3:24])[CH3:23], predict the reaction product. The product is: [C:6]([C:10]1[CH:11]=[C:12]2[C:16](=[C:17]([Si:22]([Cl:21])([CH3:24])[CH3:23])[CH:18]=1)[CH2:15][C:14]([CH3:20])=[CH:13]2)([CH3:9])([CH3:8])[CH3:7]. (3) The product is: [ClH:34].[CH3:3][O:4][C:5]1[CH:6]=[C:7]2[C:12](=[CH:13][C:14]=1[O:15][CH3:16])[N:11]=[CH:10][CH:9]=[C:8]2[O:17][C:18]1[CH:23]=[CH:22][C:21]([NH:24][C:25]([NH:27][CH2:28][CH2:29][C:30]([CH3:33])([CH3:32])[CH3:31])=[O:26])=[CH:20][CH:19]=1. Given the reactants CO.[CH3:3][O:4][C:5]1[CH:6]=[C:7]2[C:12](=[CH:13][C:14]=1[O:15][CH3:16])[N:11]=[CH:10][CH:9]=[C:8]2[O:17][C:18]1[CH:23]=[CH:22][C:21]([NH:24][C:25]([NH:27][CH2:28][CH2:29][C:30]([CH3:33])([CH3:32])[CH3:31])=[O:26])=[CH:20][CH:19]=1.[ClH:34].CO, predict the reaction product.